This data is from Reaction yield outcomes from USPTO patents with 853,638 reactions. The task is: Predict the reaction yield, written as a fraction of the theoretical maximum amount of product (1.0 means a 100% yield; for example, 0.34 means a 34% yield). (1) The reactants are I[C:2]1([C:7]2[S:8][CH:9]=[CH:10][CH:11]=2)[CH2:6][CH:5]=[CH:4][S:3]1.C([Sn](CCCC)(CCCC)[C:17]1[S:21][C:20]([C:22]2[S:23][C:24]([Sn](CCCC)(CCCC)CCCC)=[CH:25][C:26]=2[P:27]([O:34][CH2:35][CH2:36][CH2:37][CH3:38])([O:29][CH2:30][CH2:31][CH2:32][CH3:33])=[O:28])=[CH:19][C:18]=1P(OCCCC)(OCCCC)=O)CCC.[Cu]C#N.[F-].[K+]. The catalyst is C1(C)C=CC=CC=1. The product is [CH2:35]([O:34][P:27]([C:5]1[CH:6]=[C:2]([C:7]2[S:8][C:9]([C:24]3[S:23][CH:22]=[CH:26][CH:25]=3)=[CH:10][CH:11]=2)[S:3][C:4]=1[C:24]1[S:23][C:22]([C:20]2[S:21][C:17]([C:20]3[S:21][CH:17]=[CH:18][CH:19]=3)=[CH:18][CH:19]=2)=[C:26]([P:27]([O:29][CH2:30][CH2:31][CH2:32][CH3:33])([O:34][CH2:35][CH2:36][CH2:37][CH3:38])=[O:28])[CH:25]=1)([O:29][CH2:30][CH2:31][CH2:32][CH3:33])=[O:28])[CH2:36][CH2:37][CH3:38]. The yield is 0.390. (2) The reactants are [CH:1]1([C:7]2[O:11][C:10]([CH2:12][CH3:13])=[C:9]([C:14]([OH:16])=O)[CH:8]=2)[CH2:6][CH2:5][CH2:4][CH2:3][CH2:2]1.[N:17]1([C:23]2[N:28]=[CH:27][C:26]([NH2:29])=[CH:25][CH:24]=2)[CH2:22][CH2:21][O:20][CH2:19][CH2:18]1.C(N(CC)CC)C.F[P-](F)(F)(F)(F)F.N1(O[P+](N(C)C)(N(C)C)N(C)C)C2C=CC=CC=2N=N1. The catalyst is CN(C=O)C.C(OCC)(=O)C. The product is [N:17]1([C:23]2[N:28]=[CH:27][C:26]([NH:29][C:14]([C:9]3[CH:8]=[C:7]([CH:1]4[CH2:2][CH2:3][CH2:4][CH2:5][CH2:6]4)[O:11][C:10]=3[CH2:12][CH3:13])=[O:16])=[CH:25][CH:24]=2)[CH2:22][CH2:21][O:20][CH2:19][CH2:18]1. The yield is 0.260.